Dataset: Catalyst prediction with 721,799 reactions and 888 catalyst types from USPTO. Task: Predict which catalyst facilitates the given reaction. (1) Reactant: [H-].[Na+].[I-].[Cl:4][C:5]1[CH:10]=[CH:9][C:8]([C:11]2[CH:16]=[CH:15][CH:14]=[CH:13][C:12]=2[CH2:17][P+](C2C=CC=CC=2)(C2C=CC=CC=2)C2C=CC=CC=2)=[CH:7][CH:6]=1.[CH2:37]1[O:47][C:40]2([CH2:45][CH2:44][C:43](=O)[CH2:42][CH2:41]2)[O:39][CH2:38]1.OS([O-])(=O)=O.[Na+]. Product: [Cl:4][C:5]1[CH:6]=[CH:7][C:8]([C:11]2[CH:16]=[CH:15][CH:14]=[CH:13][C:12]=2[CH:17]=[C:38]2[CH2:37][O:47][C:40]3([CH2:45][CH2:44][CH2:43][CH2:42][CH2:41]3)[O:39]2)=[CH:9][CH:10]=1. The catalyst class is: 16. (2) Reactant: [CH2:1]([N:8]1[C:12]([CH2:13][CH:14]([C:19](=O)[CH2:20][CH3:21])[C:15](=O)[CH2:16][CH3:17])=[CH:11][N:10]=[CH:9]1)[C:2]1[CH:7]=[CH:6][CH:5]=[CH:4][CH:3]=1.O.[NH2:24][NH2:25]. Product: [CH2:1]([N:8]1[C:12]([CH2:13][C:14]2[C:19]([CH2:20][CH3:21])=[N:24][NH:25][C:15]=2[CH2:16][CH3:17])=[CH:11][N:10]=[CH:9]1)[C:2]1[CH:7]=[CH:6][CH:5]=[CH:4][CH:3]=1. The catalyst class is: 8. (3) Reactant: [CH:1]1([NH:6][CH2:7][C:8]2[CH:39]=[CH:38][C:11]3[N:12]=[C:13]([N:15]4[CH2:20][CH2:19][N:18]([C:21](=[O:37])[C@@H:22]([NH:29]C(=O)OC(C)(C)C)[CH2:23][C:24]5[S:25][CH:26]=[CH:27][CH:28]=5)[CH2:17][CH2:16]4)[S:14][C:10]=3[CH:9]=2)[CH2:5][CH2:4][CH2:3][CH2:2]1.Cl.C(OCC)C. Product: [NH2:29][C@@H:22]([CH2:23][C:24]1[S:25][CH:26]=[CH:27][CH:28]=1)[C:21]([N:18]1[CH2:19][CH2:20][N:15]([C:13]2[S:14][C:10]3[CH:9]=[C:8]([CH2:7][NH:6][CH:1]4[CH2:5][CH2:4][CH2:3][CH2:2]4)[CH:39]=[CH:38][C:11]=3[N:12]=2)[CH2:16][CH2:17]1)=[O:37]. The catalyst class is: 393. (4) Reactant: F[C:2]1[N:14]=[C:13]([C:15]2[CH:16]=[C:17]3[C:21](=[CH:22][CH:23]=2)[N:20]([CH3:24])[CH:19]=[CH:18]3)[C:12]([CH:25]=[CH2:26])=[C:11](F)[C:3]=1[C:4]([O:6][C:7]([CH3:10])([CH3:9])[CH3:8])=[O:5].[CH3:28][C:29]([CH3:32])([O-:31])[CH3:30].[K+]. Product: [C:29]([O:31][C:2]1[N:14]=[C:13]([C:15]2[CH:16]=[C:17]3[C:21](=[CH:22][CH:23]=2)[N:20]([CH3:24])[CH:19]=[CH:18]3)[C:12]([CH:25]=[CH2:26])=[C:11]([O:6][C:7]([CH3:10])([CH3:9])[CH3:8])[C:3]=1[C:4]([O:6][C:7]([CH3:10])([CH3:9])[CH3:8])=[O:5])([CH3:32])([CH3:30])[CH3:28]. The catalyst class is: 1. (5) Reactant: [NH2:1][C:2]1[N:7]=[CH:6][N:5]=[C:4]2[N:8]([CH:12]([C:14]3[C:15]([O:33][CH3:34])=[C:16]([CH:22]4[CH2:25][N:24]([C:26]([O:28][C:29]([CH3:32])([CH3:31])[CH3:30])=[O:27])[CH2:23]4)[C:17]([CH3:21])=[C:18]([Cl:20])[CH:19]=3)[CH3:13])[N:9]=[C:10](Br)[C:3]=12.[CH3:35][C:36]1(C)C(C)(C)OB(C=C)O1.C(=O)([O-])[O-].[Na+].[Na+].O. Product: [NH2:1][C:2]1[N:7]=[CH:6][N:5]=[C:4]2[N:8]([CH:12]([C:14]3[C:15]([O:33][CH3:34])=[C:16]([CH:22]4[CH2:25][N:24]([C:26]([O:28][C:29]([CH3:32])([CH3:31])[CH3:30])=[O:27])[CH2:23]4)[C:17]([CH3:21])=[C:18]([Cl:20])[CH:19]=3)[CH3:13])[N:9]=[C:10]([CH:35]=[CH2:36])[C:3]=12. The catalyst class is: 427. (6) Reactant: [C:1]([CH2:3][CH2:4][C:5]1[C:6]([OH:15])=[N:7][CH:8]=[C:9]([CH:14]=1)[C:10]([O:12][CH3:13])=[O:11])#[N:2].[F:16][C:17]([F:30])([F:29])[S:18](O[S:18]([C:17]([F:30])([F:29])[F:16])(=[O:20])=[O:19])(=[O:20])=[O:19].[Cl-].[NH4+]. Product: [C:1]([CH2:3][CH2:4][C:5]1[C:6]([O:15][S:18]([C:17]([F:30])([F:29])[F:16])(=[O:20])=[O:19])=[N:7][CH:8]=[C:9]([CH:14]=1)[C:10]([O:12][CH3:13])=[O:11])#[N:2]. The catalyst class is: 17. (7) Reactant: [Cl:1][C:2]1[CH:11]=[C:10]2[C:5]([CH2:6][CH2:7][CH2:8][C:9]2=[O:12])=[C:4]([O:13]C)[C:3]=1[F:15].[Cl-].[Al+3].[Cl-].[Cl-]. Product: [Cl:1][C:2]1[CH:11]=[C:10]2[C:5]([CH2:6][CH2:7][CH2:8][C:9]2=[O:12])=[C:4]([OH:13])[C:3]=1[F:15]. The catalyst class is: 113.